Task: Predict the reaction yield, written as a fraction of the theoretical maximum amount of product (1.0 means a 100% yield; for example, 0.34 means a 34% yield).. Dataset: Reaction yield outcomes from USPTO patents with 853,638 reactions (1) The reactants are [C:1]([C:4]1[C:9](=[O:10])[C:8]([O:11][CH3:12])=[CH:7][N:6]([C:13]2[CH:18]=[CH:17][CH:16]=[C:15]([Br:19])[C:14]=2[F:20])[N:5]=1)(=O)[CH3:2].[CH3:21]C(O)=O.[C:25]1([NH:31][NH2:32])[CH:30]=[CH:29][CH:28]=[CH:27][CH:26]=1. The catalyst is COC(OC)N(C)C.Cl. The product is [Br:19][C:15]1[C:14]([F:20])=[C:13]([N:6]2[CH:7]=[C:8]([O:11][CH3:12])[C:9](=[O:10])[C:4]([C:1]3[N:31]([C:25]4[CH:30]=[CH:29][CH:28]=[CH:27][CH:26]=4)[N:32]=[CH:21][CH:2]=3)=[N:5]2)[CH:18]=[CH:17][CH:16]=1. The yield is 0.590. (2) The reactants are [CH3:1][Li].CON(C)[C:6](=[O:14])[C:7]1[CH:12]=[CH:11][N:10]=[C:9]([CH3:13])[CH:8]=1.[NH4+].[Cl-]. The catalyst is C1COCC1. The product is [CH3:13][C:9]1[CH:8]=[C:7]([C:6](=[O:14])[CH3:1])[CH:12]=[CH:11][N:10]=1. The yield is 0.510.